This data is from Forward reaction prediction with 1.9M reactions from USPTO patents (1976-2016). The task is: Predict the product of the given reaction. (1) Given the reactants [O:1]1CCCO[CH:2]1[C:7]1[CH:8]=[C:9]([C:13]2[NH:21][C:16]3=[N:17][CH:18]=[CH:19][N:20]=[C:15]3[CH:14]=2)[CH:10]=[CH:11][CH:12]=1.FC(F)(F)C(O)=O, predict the reaction product. The product is: [N:20]1[CH:19]=[CH:18][N:17]=[C:16]2[NH:21][C:13]([C:9]3[CH:8]=[C:7]([CH:12]=[CH:11][CH:10]=3)[CH:2]=[O:1])=[CH:14][C:15]=12. (2) Given the reactants [O:1]=[C:2]1[CH2:8][N:7]([C:9]([O:11][CH2:12][CH3:13])=[O:10])[CH2:6][CH2:5][C:4]2[S:14][CH:15]=[CH:16][C:3]1=2.C1(C)C=CC=CC=1, predict the reaction product. The product is: [OH:1][C@@H:2]1[CH2:8][N:7]([C:9]([O:11][CH2:12][CH3:13])=[O:10])[CH2:6][CH2:5][C:4]2[S:14][CH:15]=[CH:16][C:3]1=2. (3) Given the reactants [NH2:1][C:2]1[N:6]([C:7]2[CH:8]=[N:9][CH:10]=[N:11][CH:12]=2)[N:5]=[CH:4][C:3]=1[C:13]([O-:15])=O.[Na+].F[B-](F)(F)F.[N:22]1(O[C+](N(C)C)N(C)C)[C:26]2C=CC=CC=2N=N1.CN.C(N(CC)C(C)C)(C)C, predict the reaction product. The product is: [NH2:1][C:2]1[N:6]([C:7]2[CH:12]=[N:11][CH:10]=[N:9][CH:8]=2)[N:5]=[CH:4][C:3]=1[C:13]([NH:22][CH3:26])=[O:15]. (4) Given the reactants [CH3:1][O:2][C:3]1[CH:4]=[C:5]([CH:21]=[CH:22][C:23]=1[O:24][CH3:25])[CH2:6][CH:7]1[C:16]2[C:11](=[CH:12][C:13]([O:19][CH3:20])=[C:14]([O:17][CH3:18])[CH:15]=2)[CH2:10][CH2:9][NH:8]1.Br[CH2:27][C:28](Br)=[O:29].[F:31][C:32]1[CH:39]=[CH:38][C:37]([F:40])=[CH:36][C:33]=1[CH2:34][NH2:35], predict the reaction product. The product is: [CH3:1][O:2][C:3]1[CH:4]=[C:5]([CH:21]=[CH:22][C:23]=1[O:24][CH3:25])[CH2:6][CH:7]1[C:16]2[C:11](=[CH:12][C:13]([O:19][CH3:20])=[C:14]([O:17][CH3:18])[CH:15]=2)[CH2:10][CH2:9][N:8]1[CH2:27][C:28]([NH:35][CH2:34][C:33]1[CH:36]=[C:37]([F:40])[CH:38]=[CH:39][C:32]=1[F:31])=[O:29]. (5) Given the reactants Cl[C:2]1[N:7]=[C:6]([S:8][CH3:9])[N:5]=[C:4]([NH:10][S:11](=[O:21])(=[O:20])[NH:12][CH2:13][C:14]2[CH:19]=[CH:18][CH:17]=[CH:16][CH:15]=2)[C:3]=1[O:22][C:23]1[CH:28]=[CH:27][CH:26]=[CH:25][C:24]=1[O:29][CH3:30].C(O)(=O)C[C:33](CC(O)=O)([C:35](O)=[O:36])[OH:34], predict the reaction product. The product is: [OH:34][CH2:33][CH2:35][O:36][C:2]1[N:7]=[C:6]([S:8][CH3:9])[N:5]=[C:4]([NH:10][S:11](=[O:21])(=[O:20])[NH:12][CH2:13][C:14]2[CH:19]=[CH:18][CH:17]=[CH:16][CH:15]=2)[C:3]=1[O:22][C:23]1[CH:28]=[CH:27][CH:26]=[CH:25][C:24]=1[O:29][CH3:30].